Dataset: Full USPTO retrosynthesis dataset with 1.9M reactions from patents (1976-2016). Task: Predict the reactants needed to synthesize the given product. (1) Given the product [C:1]1([C:20]2[CH:21]=[CH:22][CH:23]=[CH:24][CH:25]=2)[CH:6]=[CH:5][C:4]([N:7]2[C:8]3[CH:9]=[CH:10][C:11]([Br:26])=[CH:12][C:13]=3[C:14]3[C:19]2=[CH:18][CH:17]=[CH:16][CH:15]=3)=[CH:3][CH:2]=1, predict the reactants needed to synthesize it. The reactants are: [C:1]1([C:20]2[CH:25]=[CH:24][CH:23]=[CH:22][CH:21]=2)[CH:6]=[CH:5][C:4]([N:7]2[C:19]3[CH:18]=[CH:17][CH:16]=[CH:15][C:14]=3[C:13]3[C:8]2=[CH:9][CH:10]=[CH:11][CH:12]=3)=[CH:3][CH:2]=1.[Br:26]N1C(=O)CCC1=O. (2) The reactants are: [CH3:1][C:2]1[CH:3]=[C:4]([N:8]2[N:12]=[N:11][C:10]([CH:13]([OH:15])[CH3:14])=[N:9]2)[CH:5]=[CH:6][CH:7]=1.[C:16](OC=C)(=[O:18])[CH3:17]. Given the product [C:16]([O:15][C@@H:13]([C:10]1[N:11]=[N:12][N:8]([C:4]2[CH:5]=[CH:6][CH:7]=[C:2]([CH3:1])[CH:3]=2)[N:9]=1)[CH3:14])(=[O:18])[CH3:17], predict the reactants needed to synthesize it. (3) Given the product [Cl:18][C:12]1[C:13]2[NH:14][C:6]([C:2]3[O:1][CH:5]=[CH:4][CH:3]=3)=[CH:7][C:8]=2[N:9]=[CH:10][N:11]=1, predict the reactants needed to synthesize it. The reactants are: [O:1]1[CH:5]=[CH:4][CH:3]=[C:2]1[C:6]1[NH:14][C:13]2[C:12](=O)[NH:11][CH:10]=[N:9][C:8]=2[CH:7]=1.P(Cl)(Cl)([Cl:18])=O. (4) Given the product [CH3:17][N:18]1[CH2:23][CH2:22][N:21]([C:6]2[CH:5]=[N:4][C:3]([N+:8]([O-:10])=[O:9])=[CH:2][N:7]=2)[CH2:20][CH2:19]1, predict the reactants needed to synthesize it. The reactants are: Br[C:2]1[C:3]([N+:8]([O-:10])=[O:9])=[N:4][CH:5]=[CH:6][N:7]=1.C([O-])([O-])=O.[K+].[K+].[CH3:17][N:18]1[CH2:23][CH2:22][NH:21][CH2:20][CH2:19]1. (5) Given the product [CH2:23]([N:25]1[CH:29]=[C:28]([CH2:30][C:31]([OH:33])=[O:32])[C:27]([O:12][CH2:11][CH2:10][CH2:9][C:8]2[C:4]([CH2:1][CH2:2][CH3:3])=[N:5][N:6]([C:13]3[CH:18]=[CH:17][C:16]([C:19]([F:21])([F:20])[F:22])=[CH:15][N:14]=3)[CH:7]=2)=[N:26]1)[CH3:24], predict the reactants needed to synthesize it. The reactants are: [CH2:1]([C:4]1[C:8]([CH2:9][CH2:10][CH2:11][OH:12])=[CH:7][N:6]([C:13]2[CH:18]=[CH:17][C:16]([C:19]([F:22])([F:21])[F:20])=[CH:15][N:14]=2)[N:5]=1)[CH2:2][CH3:3].[CH2:23]([N:25]1[CH:29]=[C:28]([CH2:30][C:31]([O:33]C)=[O:32])[C:27](O)=[N:26]1)[CH3:24].C(P(CCCC)CCCC)CCC.N(C(N1CCCCC1)=O)=NC(N1CCCCC1)=O. (6) The reactants are: C(Cl)(=O)C(Cl)=O.CS(C)=O.[CH3:11][C:12]1[S:13][C:14]2[C:20]([CH2:21][OH:22])=[CH:19][CH:18]=[CH:17][C:15]=2[N:16]=1.C(N(CC)CC)C.[Cl-].[NH4+]. Given the product [CH3:11][C:12]1[S:13][C:14]2[C:20]([CH:21]=[O:22])=[CH:19][CH:18]=[CH:17][C:15]=2[N:16]=1, predict the reactants needed to synthesize it. (7) Given the product [Br:17][C:18]1[CH:19]=[C:20]([CH:25]=[C:26]([Br:29])[C:27]=1[Br:28])[CH2:21][N:22]1[CH:2]=[C:1]([C:3]2[S:4][C:5]3[CH:11]=[C:10]([C:12]([O:14][CH2:15][CH3:16])=[O:13])[CH:9]=[CH:8][C:6]=3[N:7]=2)[N:24]=[N:23]1, predict the reactants needed to synthesize it. The reactants are: [C:1]([C:3]1[S:4][C:5]2[CH:11]=[C:10]([C:12]([O:14][CH2:15][CH3:16])=[O:13])[CH:9]=[CH:8][C:6]=2[N:7]=1)#[CH:2].[Br:17][C:18]1[CH:19]=[C:20]([CH:25]=[C:26]([Br:29])[C:27]=1[Br:28])[CH2:21][N:22]=[N+:23]=[N-:24].